Dataset: Full USPTO retrosynthesis dataset with 1.9M reactions from patents (1976-2016). Task: Predict the reactants needed to synthesize the given product. Given the product [OH:31][NH:30][C:28](=[O:29])/[CH:27]=[CH:26]/[C:23]1[CH:24]=[CH:25][N:21]([S:18]([C:15]2[CH:14]=[CH:13][C:12]([C:7]3[CH:8]=[CH:9][CH:10]=[CH:11][C:6]=3[NH:5][S:2]([CH3:1])(=[O:4])=[O:3])=[CH:17][CH:16]=2)(=[O:19])=[O:20])[CH:22]=1, predict the reactants needed to synthesize it. The reactants are: [CH3:1][S:2]([NH:5][C:6]1[CH:11]=[CH:10][CH:9]=[CH:8][C:7]=1[C:12]1[CH:17]=[CH:16][C:15]([S:18]([N:21]2[CH:25]=[CH:24][C:23](/[CH:26]=[CH:27]/[C:28]([NH:30][O:31]C3CCCCO3)=[O:29])=[CH:22]2)(=[O:20])=[O:19])=[CH:14][CH:13]=1)(=[O:4])=[O:3].Cl.